This data is from NCI-60 drug combinations with 297,098 pairs across 59 cell lines. The task is: Regression. Given two drug SMILES strings and cell line genomic features, predict the synergy score measuring deviation from expected non-interaction effect. (1) Drug 1: CN1C2=C(C=C(C=C2)N(CCCl)CCCl)N=C1CCCC(=O)O.Cl. Drug 2: CC1CCCC2(C(O2)CC(NC(=O)CC(C(C(=O)C(C1O)C)(C)C)O)C(=CC3=CSC(=N3)C)C)C. Cell line: HT29. Synergy scores: CSS=55.3, Synergy_ZIP=1.22, Synergy_Bliss=-0.551, Synergy_Loewe=-26.1, Synergy_HSA=-0.181. (2) Drug 1: C1=CC=C(C(=C1)C(C2=CC=C(C=C2)Cl)C(Cl)Cl)Cl. Drug 2: CC1C(C(CC(O1)OC2CC(CC3=C2C(=C4C(=C3O)C(=O)C5=CC=CC=C5C4=O)O)(C(=O)C)O)N)O. Cell line: SK-OV-3. Synergy scores: CSS=31.9, Synergy_ZIP=-1.10, Synergy_Bliss=-0.297, Synergy_Loewe=-22.1, Synergy_HSA=0.444. (3) Drug 1: C1CC(C1)(C(=O)O)C(=O)O.[NH2-].[NH2-].[Pt+2]. Drug 2: COC1=NC(=NC2=C1N=CN2C3C(C(C(O3)CO)O)O)N. Cell line: ACHN. Synergy scores: CSS=2.74, Synergy_ZIP=-3.20, Synergy_Bliss=2.81, Synergy_Loewe=-6.46, Synergy_HSA=-1.96. (4) Drug 1: COC1=C(C=C2C(=C1)N=CN=C2NC3=CC(=C(C=C3)F)Cl)OCCCN4CCOCC4. Drug 2: CN1C2=C(C=C(C=C2)N(CCCl)CCCl)N=C1CCCC(=O)O.Cl. Cell line: MOLT-4. Synergy scores: CSS=35.8, Synergy_ZIP=5.88, Synergy_Bliss=10.1, Synergy_Loewe=6.42, Synergy_HSA=12.6. (5) Drug 1: CC(C1=C(C=CC(=C1Cl)F)Cl)OC2=C(N=CC(=C2)C3=CN(N=C3)C4CCNCC4)N. Drug 2: C1CCC(C(C1)N)N.C(=O)(C(=O)[O-])[O-].[Pt+4]. Cell line: SK-MEL-5. Synergy scores: CSS=0.875, Synergy_ZIP=-0.443, Synergy_Bliss=2.88, Synergy_Loewe=-5.80, Synergy_HSA=-2.20. (6) Drug 1: C1=CC(=CC=C1CC(C(=O)O)N)N(CCCl)CCCl.Cl. Cell line: LOX IMVI. Synergy scores: CSS=33.3, Synergy_ZIP=-3.27, Synergy_Bliss=2.29, Synergy_Loewe=-4.93, Synergy_HSA=4.71. Drug 2: CNC(=O)C1=NC=CC(=C1)OC2=CC=C(C=C2)NC(=O)NC3=CC(=C(C=C3)Cl)C(F)(F)F. (7) Drug 1: CCN(CC)CCNC(=O)C1=C(NC(=C1C)C=C2C3=C(C=CC(=C3)F)NC2=O)C. Drug 2: CCC1(C2=C(COC1=O)C(=O)N3CC4=CC5=C(C=CC(=C5CN(C)C)O)N=C4C3=C2)O.Cl. Cell line: SK-MEL-2. Synergy scores: CSS=21.2, Synergy_ZIP=3.26, Synergy_Bliss=6.42, Synergy_Loewe=-8.17, Synergy_HSA=3.91. (8) Synergy scores: CSS=57.9, Synergy_ZIP=-2.51, Synergy_Bliss=-1.03, Synergy_Loewe=-25.6, Synergy_HSA=0.121. Drug 1: CC1C(C(CC(O1)OC2CC(CC3=C2C(=C4C(=C3O)C(=O)C5=C(C4=O)C(=CC=C5)OC)O)(C(=O)C)O)N)O.Cl. Cell line: MOLT-4. Drug 2: CCN(CC)CCNC(=O)C1=C(NC(=C1C)C=C2C3=C(C=CC(=C3)F)NC2=O)C.